From a dataset of Full USPTO retrosynthesis dataset with 1.9M reactions from patents (1976-2016). Predict the reactants needed to synthesize the given product. (1) Given the product [CH2:19]([C:16]1[CH:17]=[CH:18][C:13]([C:11]2[O:10][N:9]=[C:8]([C:5]3[CH:6]=[CH:7][C:2]([NH:23][C@H:24]4[CH2:28][CH2:27][C@@H:26]([C:29]([OH:31])=[O:30])[CH2:25]4)=[CH:3][CH:4]=3)[N:12]=2)=[CH:14][CH:15]=1)[CH:20]([CH3:22])[CH3:21], predict the reactants needed to synthesize it. The reactants are: F[C:2]1[CH:7]=[CH:6][C:5]([C:8]2[N:12]=[C:11]([C:13]3[CH:18]=[CH:17][C:16]([CH2:19][CH:20]([CH3:22])[CH3:21])=[CH:15][CH:14]=3)[O:10][N:9]=2)=[CH:4][CH:3]=1.[NH2:23][C@H:24]1[CH2:28][CH2:27][C@@H:26]([C:29]([OH:31])=[O:30])[CH2:25]1. (2) Given the product [Cl:13][C:7]1[CH:8]=[C:9]2[C:4](=[CH:5][C:6]=1[Cl:14])[N:3]([C@@H:15]1[O:21][C@H:20]([CH2:22][OH:23])[C@@H:18]([OH:19])[C@H:16]1[OH:17])[C:2]([O:28][CH3:27])=[C:10]2[CH:11]=[O:12], predict the reactants needed to synthesize it. The reactants are: Cl[C:2]1[N:3]([C@@H:15]2[O:21][C@H:20]([CH2:22][O:23]C(=O)C)[C@@H:18]([OH:19])[C@H:16]2[OH:17])[C:4]2[C:9]([C:10]=1[CH:11]=[O:12])=[CH:8][C:7]([Cl:13])=[C:6]([Cl:14])[CH:5]=2.[CH3:27][O-:28].[Na+].CO.C(Cl)(Cl)Cl.CO.O. (3) Given the product [Cl:1][C:2]1[CH:3]=[CH:4][C:5]2[O:11][C:10]3[CH:12]=[CH:13][CH:14]=[CH:15][C:9]=3[N:8]=[C:7]([N:16]3[CH2:21][CH2:20][N:19]([C:27]4[N:28]=[CH:29][C:30]([C:33]([O:35][CH2:36][CH3:37])=[O:34])=[CH:31][N:32]=4)[CH2:18][CH2:17]3)[C:6]=2[CH:22]=1, predict the reactants needed to synthesize it. The reactants are: [Cl:1][C:2]1[CH:3]=[CH:4][C:5]2[O:11][C:10]3[CH:12]=[CH:13][CH:14]=[CH:15][C:9]=3[N:8]=[C:7]([N:16]3[CH2:21][CH2:20][NH:19][CH2:18][CH2:17]3)[C:6]=2[CH:22]=1.CS([C:27]1[N:32]=[CH:31][C:30]([C:33]([O:35][CH2:36][CH3:37])=[O:34])=[CH:29][N:28]=1)(=O)=O. (4) Given the product [F:1][C:2]1[CH:35]=[C:34]([F:36])[CH:33]=[CH:32][C:3]=1[CH2:4][N:5]1[C:9]2=[CH:10][N:11]=[C:12]([C:14]([N:45]([OH:44])[CH2:46][CH2:47][CH3:48])=[O:15])[CH:13]=[C:8]2[C:7]([CH2:17][N:18]2[CH2:23][CH2:22][C:21]([OH:31])([CH2:24][N:25]3[CH2:29][CH2:28][CH2:27][C:26]3=[O:30])[CH2:20][CH2:19]2)=[CH:6]1, predict the reactants needed to synthesize it. The reactants are: [F:1][C:2]1[CH:35]=[C:34]([F:36])[CH:33]=[CH:32][C:3]=1[CH2:4][N:5]1[C:9]2=[CH:10][N:11]=[C:12]([C:14](O)=[O:15])[CH:13]=[C:8]2[C:7]([CH2:17][N:18]2[CH2:23][CH2:22][C:21]([OH:31])([CH2:24][N:25]3[CH2:29][CH2:28][CH2:27][C:26]3=[O:30])[CH2:20][CH2:19]2)=[CH:6]1.CN(C([O:44][N:45]1N=N[C:47]2[CH:48]=CC=N[C:46]1=2)=[N+](C)C)C.F[P-](F)(F)(F)(F)F.C(N(CC)CC)C.Cl.C(NO)CC. (5) Given the product [NH2:43][C:32]([C:28]1[S:27][C:26]([C:16]2[CH:17]=[C:18]3[C:13](=[CH:14][CH:15]=2)[C:12](=[O:35])[N:11]([CH2:36][CH:37]([CH3:38])[CH3:39])[C:10]([CH2:9][NH:8][C:6](=[O:7])[O:5][C:1]([CH3:3])([CH3:2])[CH3:4])=[C:19]3[C:20]2[CH:21]=[CH:22][CH:23]=[CH:24][CH:25]=2)=[N:30][C:29]=1[CH3:31])=[O:34], predict the reactants needed to synthesize it. The reactants are: [C:1]([O:5][C:6]([NH:8][CH2:9][C:10]1[N:11]([CH2:36][CH:37]([CH3:39])[CH3:38])[C:12](=[O:35])[C:13]2[C:18]([C:19]=1[C:20]1[CH:25]=[CH:24][CH:23]=[CH:22][CH:21]=1)=[CH:17][C:16]([C:26]1[S:27][C:28]([C:32]([OH:34])=O)=[C:29]([CH3:31])[N:30]=1)=[CH:15][CH:14]=2)=[O:7])([CH3:4])([CH3:3])[CH3:2].Cl.C([N:43]=C=NCCCN(C)C)C.[NH4+].ON1C2C=CC=CC=2N=N1.O. (6) Given the product [Br:1][C:2]1[S:6][C:5]([C:7]([N:11]([CH3:10])[C:12]2[CH:17]=[CH:16][CH:15]=[CH:14][CH:13]=2)=[O:8])=[CH:4][CH:3]=1, predict the reactants needed to synthesize it. The reactants are: [Br:1][C:2]1[S:6][C:5]([C:7](Cl)=[O:8])=[CH:4][CH:3]=1.[CH3:10][NH:11][C:12]1[CH:17]=[CH:16][CH:15]=[CH:14][CH:13]=1.C(N(CC)CC)C. (7) Given the product [OH:55][C:56]1[CH:57]=[CH:58][C:59]2[C@@H:60]3[C@@H:68]([C@H:69]([CH2:73][CH2:74][CH2:75][CH2:76][O:77][CH2:78][CH2:79][O:80][CH2:81][CH2:82][O:83][CH2:84][CH2:85][O:86][CH2:87][CH2:88][O:89][CH2:90][C:91](=[O:92])[NH:26][C@@H:27]([CH:52]([CH3:54])[CH3:53])[C:28]([N:30]4[CH2:34][C@H:33]([OH:35])[CH2:32][C@H:31]4[C:36]([NH:38][CH2:39][C:40]4[CH:45]=[CH:44][C:43]([C:46]5[S:50][CH:49]=[N:48][C:47]=5[CH3:51])=[CH:42][CH:41]=4)=[O:37])=[O:29])[CH2:70][C:71]=2[CH:72]=1)[C@H:67]1[C@@:63]([CH3:95])([C@@H:64]([OH:94])[CH2:65][CH2:66]1)[CH2:62][CH2:61]3, predict the reactants needed to synthesize it. The reactants are: CN(C(ON1N=NC2C=CC=NC1=2)=[N+](C)C)C.F[P-](F)(F)(F)(F)F.Cl.[NH2:26][C@@H:27]([CH:52]([CH3:54])[CH3:53])[C:28]([N:30]1[CH2:34][C@H:33]([OH:35])[CH2:32][C@H:31]1[C:36]([NH:38][CH2:39][C:40]1[CH:45]=[CH:44][C:43]([C:46]2[S:50][CH:49]=[N:48][C:47]=2[CH3:51])=[CH:42][CH:41]=1)=[O:37])=[O:29].[OH:55][C:56]1[CH:57]=[CH:58][C:59]2[C@@H:60]3[C@@H:68]([C@H:69]([CH2:73][CH2:74][CH2:75][CH2:76][O:77][CH2:78][CH2:79][O:80][CH2:81][CH2:82][O:83][CH2:84][CH2:85][O:86][CH2:87][CH2:88][O:89][CH2:90][C:91](O)=[O:92])[CH2:70][C:71]=2[CH:72]=1)[C@H:67]1[C@@:63]([CH3:95])([C@@H:64]([OH:94])[CH2:65][CH2:66]1)[CH2:62][CH2:61]3.CCN(C(C)C)C(C)C. (8) Given the product [CH3:26][N:27]([CH3:31])[C:28]([O:1][C:2]1[C:12]2[CH2:11][CH2:10][N:9]([C:13](=[O:18])[C:14]([F:17])([F:15])[F:16])[CH2:8][CH2:7][C:6]=2[CH:5]=[CH:4][C:3]=1[CH3:19])=[S:29], predict the reactants needed to synthesize it. The reactants are: [OH:1][C:2]1[C:12]2[CH2:11][CH2:10][N:9]([C:13](=[O:18])[C:14]([F:17])([F:16])[F:15])[CH2:8][CH2:7][C:6]=2[CH:5]=[CH:4][C:3]=1[CH3:19].C(=O)([O-])[O-].[K+].[K+].[CH3:26][N:27]([CH3:31])[C:28](Cl)=[S:29]. (9) Given the product [CH:27]([N:1]1[CH2:2][CH2:3][CH:4]([O:7][C:8]2[CH:9]=[C:10]3[C:14](=[CH:15][CH:16]=2)[NH:13][N:12]=[CH:11]3)[CH2:5][CH2:6]1)([CH3:28])[CH3:22], predict the reactants needed to synthesize it. The reactants are: [NH:1]1[CH2:6][CH2:5][CH:4]([O:7][C:8]2[CH:9]=[C:10]3[C:14](=[CH:15][CH:16]=2)[NH:13][N:12]=[CH:11]3)[CH2:3][CH2:2]1.C([BH3-])#N.[Na+].[Na].[C:22](=O)([O-])O.[Na+].[C:27](O)(=O)[CH3:28]. (10) Given the product [F:1][C:2]1[CH:7]=[C:6]([C:8]2[CH:13]=[CH:12][N:11]=[C:10]([NH:14][C:15]3[N:16]([CH3:20])[N:17]=[CH:18][CH:19]=3)[N:9]=2)[CH:5]=[C:4]([NH:22][NH2:23])[N:3]=1, predict the reactants needed to synthesize it. The reactants are: [F:1][C:2]1[CH:7]=[C:6]([C:8]2[CH:13]=[CH:12][N:11]=[C:10]([NH:14][C:15]3[N:16]([CH3:20])[N:17]=[CH:18][CH:19]=3)[N:9]=2)[CH:5]=[C:4](F)[N:3]=1.[NH2:22][NH2:23].